From a dataset of Cav3 T-type calcium channel HTS with 100,875 compounds. Binary Classification. Given a drug SMILES string, predict its activity (active/inactive) in a high-throughput screening assay against a specified biological target. (1) The drug is S(CC(=O)N1CCc2c(C1)cccc2)c1n(nnn1)c1ccccc1. The result is 0 (inactive). (2) The molecule is Brc1cc(S(=O)(=O)N2CCCCCC2)c2N(CCc2c1)C(=O)CC. The result is 0 (inactive). (3) The drug is o1nc(nc1CN(C(C)C)C(=O)COc1ccccc1)c1ccccc1. The result is 0 (inactive). (4) The drug is Clc1cc(N2CCN(CC2)CCN2C(=O)C(=C3\c4c(c5c3cccc5)cccc4)/CC2=O)ccc1. The result is 0 (inactive). (5) The result is 0 (inactive). The molecule is S(=O)(=O)(NCCC)c1ccc(CCC(=O)NCc2cccnc2)cc1. (6) The molecule is s1c2c(c3c(=O)n(C4CCCCC4)c(SCC(OCC)=O)nc13)CCN(C2)C. The result is 0 (inactive). (7) The molecule is S(c1nc2c(cc1Cc1ccccc1)cccc2)CC(=O)Nc1c(OC)ccc(OC)c1. The result is 0 (inactive).